Dataset: Forward reaction prediction with 1.9M reactions from USPTO patents (1976-2016). Task: Predict the product of the given reaction. (1) The product is: [Br:1][C:2]1[CH:7]=[C:6]([C:8]([F:11])([F:9])[F:10])[CH:5]=[CH:4][C:3]=1[S:12]([C:15]([F:23])([F:22])[CH:16]1[CH2:17][CH2:18][NH:19][CH2:20][CH2:21]1)(=[O:14])=[O:13]. Given the reactants [Br:1][C:2]1[CH:7]=[C:6]([C:8]([F:11])([F:10])[F:9])[CH:5]=[CH:4][C:3]=1[S:12]([C:15]([F:23])([F:22])[C:16]1[CH:21]=[CH:20][N:19]=[CH:18][CH:17]=1)(=[O:14])=[O:13].FC(F)(F)C(O)=O, predict the reaction product. (2) Given the reactants [Br:1][C:2]1[C:7]([F:8])=[CH:6][C:5]([CH2:9][OH:10])=[C:4]([Cl:11])[CH:3]=1.N12CCCN=C1CCCCC2.[Cl:23][C:24]([Cl:28])([Cl:27])[C:25]#[N:26], predict the reaction product. The product is: [Cl:23][C:24]([Cl:28])([Cl:27])[C:25](=[NH:26])[O:10][CH2:9][C:5]1[CH:6]=[C:7]([F:8])[C:2]([Br:1])=[CH:3][C:4]=1[Cl:11]. (3) Given the reactants [C:1]([O:5][C:6]([NH:8][C:9]1[C:10]([CH3:21])=[N:11][C:12]([O:16][CH2:17][C:18]([OH:20])=O)=[N:13][C:14]=1[CH3:15])=[O:7])([CH3:4])([CH3:3])[CH3:2].[CH2:22]([N:29]1[CH2:34][CH2:33][CH:32]([NH:35][CH3:36])[CH2:31][CH2:30]1)[C:23]1[CH:28]=[CH:27][CH:26]=[CH:25][CH:24]=1.C(N(CC)CC)C, predict the reaction product. The product is: [CH2:22]([N:29]1[CH2:34][CH2:33][CH:32]([N:35]([CH3:36])[C:18](=[O:20])[CH2:17][O:16][C:12]2[N:13]=[C:14]([CH3:15])[C:9]([NH:8][C:6](=[O:7])[O:5][C:1]([CH3:2])([CH3:3])[CH3:4])=[C:10]([CH3:21])[N:11]=2)[CH2:31][CH2:30]1)[C:23]1[CH:24]=[CH:25][CH:26]=[CH:27][CH:28]=1. (4) Given the reactants Cl.[CH:2]([C:4]1[CH:13]=[CH:12][C:7]([C:8]([O:10][CH3:11])=[O:9])=[CH:6][CH:5]=1)=[O:3].[CH3:14][C:15](=[N:19][OH:20])[C:16](=O)[CH3:17], predict the reaction product. The product is: [CH3:14][C:15]1[N+:19]([O-:20])=[C:2]([C:4]2[CH:13]=[CH:12][C:7]([C:8]([O:10][CH3:11])=[O:9])=[CH:6][CH:5]=2)[O:3][C:16]=1[CH3:17]. (5) The product is: [CH3:13][N:4]1[CH:3]=[C:2]([B:17]2[O:18][C:19]([CH3:21])([CH3:20])[C:15]([CH3:31])([CH3:14])[O:16]2)[C:11]2[CH2:10][CH2:9][CH2:8][CH2:7][C:6]=2[C:5]1=[O:12]. Given the reactants Br[C:2]1[C:11]2[CH2:10][CH2:9][CH2:8][CH2:7][C:6]=2[C:5](=[O:12])[N:4]([CH3:13])[CH:3]=1.[CH3:14][C:15]1([CH3:31])[C:19]([CH3:21])([CH3:20])[O:18][B:17]([B:17]2[O:18][C:19]([CH3:21])([CH3:20])[C:15]([CH3:31])([CH3:14])[O:16]2)[O:16]1.CC(C1C=C(C(C)C)C(C2C=CC=CC=2P(C2CCCCC2)C2CCCCC2)=C(C(C)C)C=1)C.CC([O-])=O.[K+], predict the reaction product. (6) Given the reactants [Cl:1][C:2]1[CH:3]=[C:4]([C:8]([OH:10])=O)[NH:5][C:6]=1[CH3:7].[NH2:11][C@@H:12]1[CH2:17][CH2:16][N:15]([C:18]([O:20][CH3:21])=[O:19])[CH2:14][C@@H:13]1[CH3:22].C1C=CC2N(O)N=NC=2C=1.CN1CCOCC1.CCN=C=NCCCN(C)C.Cl, predict the reaction product. The product is: [Cl:1][C:2]1[CH:3]=[C:4]([C:8]([NH:11][C@@H:12]2[CH2:17][CH2:16][N:15]([C:18]([O:20][CH3:21])=[O:19])[CH2:14][C@@H:13]2[CH3:22])=[O:10])[NH:5][C:6]=1[CH3:7].